From a dataset of Full USPTO retrosynthesis dataset with 1.9M reactions from patents (1976-2016). Predict the reactants needed to synthesize the given product. (1) Given the product [Cl:15][C:11]1[CH:12]=[CH:13][N:14]2[C:9]([CH:10]=1)=[C:8]([S:16][C:17]1[CH:18]=[CH:19][C:20]([S:23]([CH3:26])(=[O:24])=[O:25])=[CH:21][CH:22]=1)[C:7]([CH3:27])=[C:6]2[CH2:5][C:4]([OH:28])=[O:3], predict the reactants needed to synthesize it. The reactants are: C([O:3][C:4](=[O:28])[CH2:5][C:6]1[N:14]2[C:9]([CH:10]=[C:11]([Cl:15])[CH:12]=[CH:13]2)=[C:8]([S:16][C:17]2[CH:22]=[CH:21][C:20]([S:23]([CH3:26])(=[O:25])=[O:24])=[CH:19][CH:18]=2)[C:7]=1[CH3:27])C.C(O)C.O.[OH-].[Li+]. (2) The reactants are: [CH:1]([C:3]1[CH:18]=[CH:17][C:6]([O:7][C:8]2[CH:16]=[CH:15][C:11]([C:12]([NH2:14])=[O:13])=[CH:10][N:9]=2)=[C:5]([O:19][CH3:20])[CH:4]=1)=O.[S:21]1[CH:25]=[CH:24][CH:23]=[C:22]1[CH2:26][CH2:27][NH2:28]. Given the product [CH3:20][O:19][C:5]1[CH:4]=[C:3]([CH2:1][NH:28][CH2:27][CH2:26][C:22]2[S:21][CH:25]=[CH:24][CH:23]=2)[CH:18]=[CH:17][C:6]=1[O:7][C:8]1[CH:16]=[CH:15][C:11]([C:12]([NH2:14])=[O:13])=[CH:10][N:9]=1, predict the reactants needed to synthesize it. (3) The reactants are: F[C:2]1[CH:3]=[CH:4][C:5]2[N:9]=[C:8]([C:10]3[CH:11]=[N:12][C:13]([F:16])=[CH:14][CH:15]=3)[NH:7][C:6]=2[CH:17]=1.[Cl:18]C1C=C(N)C(N)=CC=1. Given the product [Cl:18][C:2]1[CH:3]=[CH:4][C:5]2[NH:9][C:8]([C:10]3[CH:11]=[N:12][C:13]([F:16])=[CH:14][CH:15]=3)=[N:7][C:6]=2[CH:17]=1, predict the reactants needed to synthesize it. (4) Given the product [O:42]1[CH2:32][CH2:31][CH2:30][CH2:29][CH:28]1[N:15]1[C:14]2[CH:13]=[C:12]([OH:11])[CH:24]=[CH:23][C:22]=2[C:21]2[C:16]1=[CH:17][CH:18]=[CH:19][CH:20]=2, predict the reactants needed to synthesize it. The reactants are: CC1C=C(C)N(C2C=C(C=CC=2)[O:11][C:12]2[CH:24]=[CH:23][C:22]3[C:21]4[C:16](=[CH:17][CH:18]=[CH:19][CH:20]=4)[NH:15][C:14]=3[CH:13]=2)N=1.[CH:28]1C2N[C:31]3[C:30](=[CH:29][CH:28]=C[CH:32]=3)[C:32]=2[CH:31]=[CH:30][CH:29]=1.S(O)(C)(=O)=[O:42].C(=O)(O)[O-].[Na+]. (5) Given the product [ClH:26].[Cl:26][C:6]1[C:7]2[N:8]([CH:23]=[N:24][CH:25]=2)[C:9]([N:10]2[CH2:15][CH2:14][NH:13][CH2:12][CH2:11]2)=[C:4]([C:1](=[O:3])[CH3:2])[CH:5]=1, predict the reactants needed to synthesize it. The reactants are: [C:1]([C:4]1[CH:5]=[C:6]([Cl:26])[C:7]2[N:8]([CH:23]=[N:24][CH:25]=2)[C:9]=1[N:10]1[CH2:15][CH2:14][N:13](C(OC(C)(C)C)=O)[CH2:12][CH2:11]1)(=[O:3])[CH3:2].Cl.O1CCOCC1. (6) Given the product [F:1][C:2]([F:26])([CH:15]([F:25])[C:16]1[CH:21]=[CH:20][CH:19]=[C:18]([N+:22]([O-:24])=[O:23])[CH:17]=1)[CH2:3][NH2:4], predict the reactants needed to synthesize it. The reactants are: [F:1][C:2]([F:26])([CH:15]([F:25])[C:16]1[CH:21]=[CH:20][CH:19]=[C:18]([N+:22]([O-:24])=[O:23])[CH:17]=1)[CH2:3][N:4]1C(=O)C2C(=CC=CC=2)C1=O. (7) Given the product [CH3:11][C:12]1[CH:17]=[CH:16][C:15]([S:18]([O:8][CH2:7][CH2:6][O:5][C:2]2([CH3:1])[CH2:4][CH2:3]2)(=[O:20])=[O:19])=[CH:14][CH:13]=1, predict the reactants needed to synthesize it. The reactants are: [CH3:1][C:2]1([O:5][CH2:6][CH2:7][OH:8])[CH2:4][CH2:3]1.[OH-].[Na+].[CH3:11][C:12]1[CH:17]=[CH:16][C:15]([S:18](Cl)(=[O:20])=[O:19])=[CH:14][CH:13]=1. (8) Given the product [F:14][C:15]1[CH:20]=[CH:19][C:18]([O:5][CH:4]([C:6]2[CH:11]=[CH:10][C:9]([Br:12])=[CH:8][CH:7]=2)[C:3]([OH:2])=[O:13])=[CH:17][CH:16]=1.[Br:12][C:9]1[CH:8]=[CH:7][C:6]([CH:4]([O:21][C:18]2[CH:19]=[CH:20][C:15]([F:14])=[CH:16][CH:17]=2)[C:3]([NH:22][C:23]2[S:24][CH:25]=[CH:26][N:27]=2)=[O:13])=[CH:11][CH:10]=1, predict the reactants needed to synthesize it. The reactants are: C[O:2][C:3](=[O:13])[CH:4]([C:6]1[CH:11]=[CH:10][C:9]([Br:12])=[CH:8][CH:7]=1)[OH:5].[F:14][C:15]1[CH:20]=[CH:19][C:18]([OH:21])=[CH:17][CH:16]=1.[NH2:22][C:23]1[S:24][CH:25]=[CH:26][N:27]=1. (9) Given the product [F:26][C:27]1[CH:32]=[CH:31][CH:30]=[C:29]([F:33])[C:28]=1[NH:34][C:35](=[O:36])[NH:1][C:2]1[CH:3]=[CH:4][C:5]([C:8]2[CH:16]=[C:15]3[C:11]([CH2:12][N:13]([C@@H:18]([CH:23]([CH3:25])[CH3:24])[C:19]([O:21][CH3:22])=[O:20])[C:14]3=[O:17])=[CH:10][CH:9]=2)=[CH:6][CH:7]=1, predict the reactants needed to synthesize it. The reactants are: [NH2:1][C:2]1[CH:7]=[CH:6][C:5]([C:8]2[CH:16]=[C:15]3[C:11]([CH2:12][N:13]([C@@H:18]([CH:23]([CH3:25])[CH3:24])[C:19]([O:21][CH3:22])=[O:20])[C:14]3=[O:17])=[CH:10][CH:9]=2)=[CH:4][CH:3]=1.[F:26][C:27]1[CH:32]=[CH:31][CH:30]=[C:29]([F:33])[C:28]=1[N:34]=[C:35]=[O:36].